Dataset: Reaction yield outcomes from USPTO patents with 853,638 reactions. Task: Predict the reaction yield, written as a fraction of the theoretical maximum amount of product (1.0 means a 100% yield; for example, 0.34 means a 34% yield). (1) The reactants are [C:1]([N:4]1[C:13]2[C:8](=[CH:9][CH:10]=[C:11]([F:14])[CH:12]=2)[CH:7]([O:15]C(=O)C)[CH2:6][CH:5]1[CH3:19])(=[O:3])[CH3:2].[OH-].[Na+].O. The catalyst is C(O)C. The product is [C:1]([N:4]1[C:13]2[C:8](=[CH:9][CH:10]=[C:11]([F:14])[CH:12]=2)[C@@H:7]([OH:15])[CH2:6][C@@H:5]1[CH3:19])(=[O:3])[CH3:2]. The yield is 0.340. (2) The reactants are [Br:1][C:2]1[N:7]=[C:6]([NH2:8])[CH:5]=[CH:4][CH:3]=1.[C:9](Cl)(=[O:14])[C:10]([CH3:13])([CH3:12])[CH3:11].C(N(C(C)C)C(C)C)C. The catalyst is C(Cl)Cl.CCOCC. The product is [Br:1][C:2]1[N:7]=[C:6]([NH:8][C:9](=[O:14])[C:10]([CH3:13])([CH3:12])[CH3:11])[CH:5]=[CH:4][CH:3]=1. The yield is 0.692. (3) The reactants are [N+](=[CH:3][C:4]([C:6]1[O:7][CH:8]=[CH:9][CH:10]=1)=[O:5])=[N-].[Cl:11][C:12]1[C:13](=[O:22])[C:14](=[O:21])[C:15]([Cl:20])=[C:16]([Cl:19])[C:17]=1[Cl:18]. The catalyst is C1C=CC=CC=1. The product is [O:7]1[CH:8]=[CH:9][CH:10]=[C:6]1[C:4]([CH:3]1[O:22][C:13]2[C:12]([Cl:11])=[C:17]([Cl:18])[C:16]([Cl:19])=[C:15]([Cl:20])[C:14]=2[O:21]1)=[O:5]. The yield is 0.164. (4) The reactants are [C:1]([O:4][CH2:5][C:6]1[C:7]([N:21]2[N:30]=[CH:29][C:28]3[C:23](=[C:24]([F:35])[CH:25]=[C:26]([C:31]([CH3:34])([CH3:33])[CH3:32])[CH:27]=3)[C:22]2=[O:36])=[N:8][CH:9]=[CH:10][C:11]=1[C:12]1[CH:17]=[C:16](Br)[C:15](=[O:19])[N:14]([CH3:20])[CH:13]=1)(=[O:3])[CH3:2].Cl.O=[S:39]1[C:43]([CH3:44])=[CH:42][C:41]([NH2:45])=[N:40]1.C([O-])([O-])=O.[Cs+].[Cs+].CC1(C)C2C(=C(P(C3C=CC=CC=3)C3C=CC=CC=3)C=CC=2)OC2C(P(C3C=CC=CC=3)C3C=CC=CC=3)=CC=CC1=2. The catalyst is C1C=CC(/C=C/C(/C=C/C2C=CC=CC=2)=O)=CC=1.C1C=CC(/C=C/C(/C=C/C2C=CC=CC=2)=O)=CC=1.C1C=CC(/C=C/C(/C=C/C2C=CC=CC=2)=O)=CC=1.[Pd].[Pd].CN(C=O)C. The product is [C:1]([O:4][CH2:5][C:6]1[C:7]([N:21]2[N:30]=[CH:29][C:28]3[C:23](=[C:24]([F:35])[CH:25]=[C:26]([C:31]([CH3:34])([CH3:33])[CH3:32])[CH:27]=3)[C:22]2=[O:36])=[N:8][CH:9]=[CH:10][C:11]=1[C:12]1[CH:17]=[C:16]([NH:45][C:41]2[CH:42]=[C:43]([CH3:44])[S:39][N:40]=2)[C:15](=[O:19])[N:14]([CH3:20])[CH:13]=1)(=[O:3])[CH3:2]. The yield is 0.390. (5) The reactants are [NH2:1][CH2:2][C@@H:3]([NH:21][C:22](=[O:34])[C:23]1[CH:28]=[CH:27][C:26]([O:29][CH:30]([CH3:32])[CH3:31])=[C:25]([Cl:33])[CH:24]=1)[CH2:4][C:5]1[CH:10]=[CH:9][C:8]([C:11]2[N:12]=[C:13]3[C:18]([Br:19])=[CH:17][CH:16]=[CH:15][N:14]3[CH:20]=2)=[CH:7][CH:6]=1.CC(OC([NH:42][C@@H:43]([C:45](O)=[O:46])[CH3:44])=O)(C)C.CCN=C=NCCCN(C)C.Cl. The catalyst is C(Cl)Cl.O1CCOCC1. The product is [NH2:42][C@@H:43]([C:45]([NH:1][CH2:2][C@@H:3]([NH:21][C:22](=[O:34])[C:23]1[CH:28]=[CH:27][C:26]([O:29][CH:30]([CH3:32])[CH3:31])=[C:25]([Cl:33])[CH:24]=1)[CH2:4][C:5]1[CH:10]=[CH:9][C:8]([C:11]2[N:12]=[C:13]3[C:18]([Br:19])=[CH:17][CH:16]=[CH:15][N:14]3[CH:20]=2)=[CH:7][CH:6]=1)=[O:46])[CH3:44]. The yield is 0.250.